This data is from Reaction yield outcomes from USPTO patents with 853,638 reactions. The task is: Predict the reaction yield, written as a fraction of the theoretical maximum amount of product (1.0 means a 100% yield; for example, 0.34 means a 34% yield). (1) The product is [I-:27].[NH+:1]1[CH:6]=[CH:5][C:4]([C:7]2[CH:8]=[C:9]([CH:24]=[CH:25][CH:26]=2)[CH:10]=[C:11]2[CH2:16][CH2:15][N:14]([C:17]([O:19][C:20]([CH3:21])([CH3:22])[CH3:23])=[O:18])[CH2:13][CH2:12]2)=[CH:3][CH:2]=1. The catalyst is ClCCl. The reactants are [N:1]1[CH:6]=[CH:5][C:4]([C:7]2[CH:8]=[C:9]([CH:24]=[CH:25][CH:26]=2)[CH:10]=[C:11]2[CH2:16][CH2:15][N:14]([C:17]([O:19][C:20]([CH3:23])([CH3:22])[CH3:21])=[O:18])[CH2:13][CH2:12]2)=[CH:3][CH:2]=1.[I:27]C. The yield is 0.850. (2) The reactants are CS(O[CH:6]1[CH2:11][CH2:10][N:9]([C:12]2[N:17]=[CH:16][C:15]([CH2:18][CH3:19])=[CH:14][N:13]=2)[CH2:8][CH2:7]1)(=O)=O.[Br:20][C:21]1[CH:22]=[C:23]2[C:27](=[CH:28][CH:29]=1)[NH:26][CH:25]=[CH:24]2.[OH-].[K+]. The catalyst is C1(C)C=CC=CC=1.O. The product is [Br:20][C:21]1[CH:22]=[C:23]2[C:27](=[CH:28][CH:29]=1)[N:26]([CH:6]1[CH2:11][CH2:10][N:9]([C:12]3[N:17]=[CH:16][C:15]([CH2:18][CH3:19])=[CH:14][N:13]=3)[CH2:8][CH2:7]1)[CH:25]=[CH:24]2. The yield is 0.310. (3) The reactants are Br[C:2]1[CH:7]=[CH:6][C:5]([C:8]([F:11])([F:10])[F:9])=[C:4]([Cl:12])[CH:3]=1.[C:13]([O:17][CH2:18][CH3:19])(=[O:16])[CH:14]=[CH2:15].C([O-])([O-])=O.[K+].[K+]. The catalyst is CN(C=O)C.CC([O-])=O.CC([O-])=O.[Pd+2].C1N2CCN(CC2)C1. The product is [Cl:12][C:4]1[CH:3]=[C:2]([CH:15]=[CH:14][C:13]([O:17][CH2:18][CH3:19])=[O:16])[CH:7]=[CH:6][C:5]=1[C:8]([F:11])([F:10])[F:9]. The yield is 0.943. (4) The reactants are Br[C:2]1[N:3]=[C:4]2[C:10]3[CH:11]=[CH:12][CH:13]=[CH:14][C:9]=3[NH:8][C:7]3[N:15]=[CH:16][CH:17]=[CH:18][C:6]=3[N:5]2[C:19]=1[C:20]1[CH:25]=[CH:24][C:23]([C:26]2([NH:30]C(=O)OC(C)(C)C)[CH2:29][CH2:28][CH2:27]2)=[CH:22][CH:21]=1.CC1(C)C(C)(C)OB([C:46]2[CH:47]=[N:48][NH:49][CH:50]=2)O1.[O-]P([O-])([O-])=O.[K+].[K+].[K+]. The catalyst is CN(C=O)C.O.CCOC(C)=O.CC(P(C(C)(C)C)C1C=CC(N(C)C)=CC=1)(C)C.CC(P(C(C)(C)C)C1C=CC(N(C)C)=CC=1)(C)C.Cl[Pd]Cl. The product is [NH:49]1[CH:50]=[C:46]([C:2]2[N:3]=[C:4]3[C:10]4[CH:11]=[CH:12][CH:13]=[CH:14][C:9]=4[NH:8][C:7]4[N:15]=[CH:16][CH:17]=[CH:18][C:6]=4[N:5]3[C:19]=2[C:20]2[CH:21]=[CH:22][C:23]([C:26]3([NH2:30])[CH2:29][CH2:28][CH2:27]3)=[CH:24][CH:25]=2)[CH:47]=[N:48]1. The yield is 0.150. (5) The reactants are [C:1]([O:23][CH2:24][CH2:25][C:26]([F:38])([F:37])[C:27]([F:36])([F:35])[C:28]([F:34])([F:33])[C:29]([F:32])([F:31])[F:30])(=[O:22])/[CH:2]=[CH:3]\[C:4]([O:6][CH2:7][CH2:8][C:9]([F:21])([F:20])[C:10]([F:19])([F:18])[C:11]([F:17])([F:16])[C:12]([F:15])([F:14])[F:13])=[O:5].CN[N:41]([CH2:44][CH2:45][CH3:46])NC.C(=O)([O-])[O-].[K+].[K+].[C:53](OCC)(=O)C.[C:59](#[N:61])C. No catalyst specified. The product is [CH3:53][N:61]([CH2:46][CH2:45][CH2:44][NH:41][CH:2]([CH2:3][C:4]([O:6][CH2:7][CH2:8][C:9]([F:21])([F:20])[C:10]([F:18])([F:19])[C:11]([F:17])([F:16])[C:12]([F:15])([F:14])[F:13])=[O:5])[C:1]([O:23][CH2:24][CH2:25][C:26]([F:37])([F:38])[C:27]([F:35])([F:36])[C:28]([F:33])([F:34])[C:29]([F:32])([F:31])[F:30])=[O:22])[CH3:59]. The yield is 0.750. (6) The yield is 0.845. The catalyst is C(Cl)Cl. The reactants are [N+:1]([C:4]1[CH:12]=[CH:11][C:7]([C:8](Cl)=[O:9])=[CH:6][CH:5]=1)([O-:3])=[O:2].[OH:13][C@H:14]1[C:18]2[N:19]=[CH:20][N:21]=[C:22]([N:23]3[CH2:28][CH2:27][N:26]([C:29]([O:31][C:32]([CH3:35])([CH3:34])[CH3:33])=[O:30])[CH2:25][CH2:24]3)[C:17]=2[C@H:16]([CH3:36])[CH2:15]1.C(N(CC)CC)C.C([O-])(O)=O.[Na+]. The product is [CH3:36][C@H:16]1[C:17]2[C:22]([N:23]3[CH2:28][CH2:27][N:26]([C:29]([O:31][C:32]([CH3:35])([CH3:34])[CH3:33])=[O:30])[CH2:25][CH2:24]3)=[N:21][CH:20]=[N:19][C:18]=2[C@H:14]([O:13][C:8](=[O:9])[C:7]2[CH:6]=[CH:5][C:4]([N+:1]([O-:3])=[O:2])=[CH:12][CH:11]=2)[CH2:15]1. (7) The product is [CH3:18][C:17]([O:16][C:14]([N:11]1[CH2:12][CH2:13][N:8]([C:6]2[S:7][C:3]([C:1]([OH:21])=[O:2])=[CH:4][CH:5]=2)[CH2:9][CH2:10]1)=[O:15])([CH3:20])[CH3:19]. The catalyst is C(O)C.O.[N+]([O-])([O-])=O.[Ag+]. The reactants are [CH:1]([C:3]1[S:7][C:6]([N:8]2[CH2:13][CH2:12][N:11]([C:14]([O:16][C:17]([CH3:20])([CH3:19])[CH3:18])=[O:15])[CH2:10][CH2:9]2)=[CH:5][CH:4]=1)=[O:2].[OH-:21].[Na+]. The yield is 0.710. (8) The reactants are Br[C:2]1[CH:7]=[C:6]([C:8]([F:11])([F:10])[F:9])[C:5]2[CH2:12][O:13][C@@H:14]3[C@H:18]([C:4]=2[CH:3]=1)[CH2:17][N:16]([C:19]([O:21][C:22]([CH3:25])([CH3:24])[CH3:23])=[O:20])[CH2:15]3.[C:26]1(B(O)O)[CH:31]=[CH:30][CH:29]=[CH:28][CH:27]=1.C(O)C.C(=O)([O-])[O-].[Na+].[Na+]. The catalyst is COCCOC. The product is [C:26]1([C:2]2[CH:7]=[C:6]([C:8]([F:10])([F:11])[F:9])[C:5]3[CH2:12][O:13][C@@H:14]4[C@H:18]([C:4]=3[CH:3]=2)[CH2:17][N:16]([C:19]([O:21][C:22]([CH3:25])([CH3:24])[CH3:23])=[O:20])[CH2:15]4)[CH:31]=[CH:30][CH:29]=[CH:28][CH:27]=1. The yield is 0.910.